The task is: Regression. Given two drug SMILES strings and cell line genomic features, predict the synergy score measuring deviation from expected non-interaction effect.. This data is from NCI-60 drug combinations with 297,098 pairs across 59 cell lines. (1) Drug 1: C1CC(=O)NC(=O)C1N2C(=O)C3=CC=CC=C3C2=O. Drug 2: C1CN(P(=O)(OC1)NCCCl)CCCl. Cell line: BT-549. Synergy scores: CSS=-0.799, Synergy_ZIP=0.0679, Synergy_Bliss=-2.28, Synergy_Loewe=-1.59, Synergy_HSA=-3.52. (2) Drug 1: CC(C1=C(C=CC(=C1Cl)F)Cl)OC2=C(N=CC(=C2)C3=CN(N=C3)C4CCNCC4)N. Drug 2: CC1C(C(=O)NC(C(=O)N2CCCC2C(=O)N(CC(=O)N(C(C(=O)O1)C(C)C)C)C)C(C)C)NC(=O)C3=C4C(=C(C=C3)C)OC5=C(C(=O)C(=C(C5=N4)C(=O)NC6C(OC(=O)C(N(C(=O)CN(C(=O)C7CCCN7C(=O)C(NC6=O)C(C)C)C)C)C(C)C)C)N)C. Cell line: NCI-H460. Synergy scores: CSS=8.66, Synergy_ZIP=14.2, Synergy_Bliss=16.8, Synergy_Loewe=15.4, Synergy_HSA=15.6. (3) Drug 1: C1=CC(=C2C(=C1NCCNCCO)C(=O)C3=C(C=CC(=C3C2=O)O)O)NCCNCCO. Drug 2: CC1C(C(CC(O1)OC2CC(CC3=C2C(=C4C(=C3O)C(=O)C5=C(C4=O)C(=CC=C5)OC)O)(C(=O)CO)O)N)O.Cl. Cell line: MDA-MB-231. Synergy scores: CSS=37.5, Synergy_ZIP=-7.61, Synergy_Bliss=-8.91, Synergy_Loewe=-6.28, Synergy_HSA=-5.53. (4) Drug 1: CC1=C(N=C(N=C1N)C(CC(=O)N)NCC(C(=O)N)N)C(=O)NC(C(C2=CN=CN2)OC3C(C(C(C(O3)CO)O)O)OC4C(C(C(C(O4)CO)O)OC(=O)N)O)C(=O)NC(C)C(C(C)C(=O)NC(C(C)O)C(=O)NCCC5=NC(=CS5)C6=NC(=CS6)C(=O)NCCC[S+](C)C)O. Drug 2: CNC(=O)C1=NC=CC(=C1)OC2=CC=C(C=C2)NC(=O)NC3=CC(=C(C=C3)Cl)C(F)(F)F. Cell line: SR. Synergy scores: CSS=70.6, Synergy_ZIP=2.61, Synergy_Bliss=0.623, Synergy_Loewe=-10.0, Synergy_HSA=0.488.